This data is from Forward reaction prediction with 1.9M reactions from USPTO patents (1976-2016). The task is: Predict the product of the given reaction. (1) The product is: [Cl:29][C:30]1[CH:35]=[CH:34][C:33]([O:36][CH2:2][C:3]([N:5]2[CH2:10][C@H:9]([CH3:11])[N:8]([CH2:12][C:13]3[CH:18]=[CH:17][C:16]([F:19])=[CH:15][CH:14]=3)[CH2:7][C@H:6]2[CH3:20])=[O:4])=[C:32]([C:37]2[O:41][N:40]=[CH:39][CH:38]=2)[CH:31]=1. Given the reactants Cl[CH2:2][C:3]([N:5]1[CH2:10][CH:9]([CH3:11])[N:8]([CH2:12][C:13]2[CH:18]=[CH:17][C:16]([F:19])=[CH:15][CH:14]=2)[CH2:7][CH:6]1[CH3:20])=[O:4].C(=O)([O-])[O-].[K+].[K+].[I-].[K+].[Cl:29][C:30]1[CH:35]=[CH:34][C:33]([OH:36])=[C:32]([C:37]2[O:41][N:40]=[CH:39][CH:38]=2)[CH:31]=1, predict the reaction product. (2) Given the reactants [CH3:1][C:2]1([CH3:28])[CH2:6][C:5]2[C:7]([CH3:27])=[C:8]([N:13]3[CH2:18][CH2:17][N:16]([C:19]4[CH:26]=[CH:25][C:22]([C:23]#[N:24])=[CH:21][CH:20]=4)[CH2:15][CH2:14]3)[C:9]([CH3:12])=[C:10]([CH3:11])[C:4]=2[O:3]1.[H-].[Al+3].[Li+].[H-].[H-].[H-].S([O-])([O-])(=O)=O.[Na+].[Na+], predict the reaction product. The product is: [CH3:1][C:2]1([CH3:28])[CH2:6][C:5]2[C:7]([CH3:27])=[C:8]([N:13]3[CH2:18][CH2:17][N:16]([C:19]4[CH:20]=[CH:21][C:22]([CH2:23][NH2:24])=[CH:25][CH:26]=4)[CH2:15][CH2:14]3)[C:9]([CH3:12])=[C:10]([CH3:11])[C:4]=2[O:3]1. (3) Given the reactants OCCCCCCCCN[C:11]([C:13]1[CH:14]=[C:15]([S:19]([C:22]2[CH:23]=[C:24]3[C:29](=[C:30]([CH3:32])[CH:31]=2)[N:28]=[CH:27][C:26]([C:33]([NH2:35])=[O:34])=[C:25]3[NH:36][C:37]2[CH:42]=[CH:41][CH:40]=[C:39]([O:43][CH3:44])[CH:38]=2)(=[O:21])=[O:20])[CH:16]=[CH:17][CH:18]=1)=[O:12].[NH2:45][C:46]1[CH:51]=[CH:50][C:49]([C:52]#[C:53][CH2:54][CH2:55][CH2:56][CH2:57][OH:58])=[CH:48][CH:47]=1, predict the reaction product. The product is: [OH:58][CH2:57][CH2:56][CH2:55][CH2:54][C:53]#[C:52][C:49]1[CH:48]=[CH:47][C:46]([NH:45][C:11]([C:13]2[CH:14]=[C:15]([S:19]([C:22]3[CH:23]=[C:24]4[C:29](=[C:30]([CH3:32])[CH:31]=3)[N:28]=[CH:27][C:26]([C:33]([NH2:35])=[O:34])=[C:25]4[NH:36][C:37]3[CH:42]=[CH:41][CH:40]=[C:39]([O:43][CH3:44])[CH:38]=3)(=[O:20])=[O:21])[CH:16]=[CH:17][CH:18]=2)=[O:12])=[CH:51][CH:50]=1.